Dataset: Forward reaction prediction with 1.9M reactions from USPTO patents (1976-2016). Task: Predict the product of the given reaction. Given the reactants [C:9](O[C:9]([O:11][C:12]([CH3:15])([CH3:14])[CH3:13])=[O:10])([O:11][C:12]([CH3:15])([CH3:14])[CH3:13])=[O:10].[NH2:16][CH2:17][CH2:18][O:19][CH2:20][CH2:21][OH:22], predict the reaction product. The product is: [C:12]([O:11][C:9]([NH:16][CH2:17][CH2:18][O:19][CH2:20][CH2:21][OH:22])=[O:10])([CH3:13])([CH3:14])[CH3:15].